The task is: Predict the reactants needed to synthesize the given product.. This data is from Full USPTO retrosynthesis dataset with 1.9M reactions from patents (1976-2016). (1) Given the product [C:41]([C:15]1[CH:16]=[CH:17][C:18]([NH:20][C:21]2[C:30]3[C:25](=[CH:26][C:27]([C:31]4[C:36]([C:37]([F:40])([F:39])[F:38])=[CH:35][CH:34]=[CH:33][N:32]=4)=[CH:28][CH:29]=3)[N:24]=[CH:23][N:22]=2)=[CH:19][C:14]=1[O:13][CH2:12][CH2:11][O:10][P:9](=[O:8])([OH:53])[OH:45])([CH3:44])([CH3:42])[CH3:43], predict the reactants needed to synthesize it. The reactants are: C([O:8][P:9](=[O:53])([O:45]CC1C=CC=CC=1)[O:10][CH2:11][CH2:12][O:13][C:14]1[CH:19]=[C:18]([NH:20][C:21]2[C:30]3[C:25](=[CH:26][C:27]([C:31]4[C:36]([C:37]([F:40])([F:39])[F:38])=[CH:35][CH:34]=[CH:33][N:32]=4)=[CH:28][CH:29]=3)[N:24]=[CH:23][N:22]=2)[CH:17]=[CH:16][C:15]=1[C:41]([CH3:44])([CH3:43])[CH3:42])C1C=CC=CC=1.[H][H]. (2) Given the product [CH3:1][NH:3][C:4]1[CH:13]=[C:12]2[C:7]([CH2:8][CH2:9][CH:10]([CH2:14][OH:15])[O:11]2)=[CH:6][CH:5]=1, predict the reactants needed to synthesize it. The reactants are: [CH:1]([NH:3][C:4]1[CH:13]=[C:12]2[C:7]([CH2:8][CH2:9][CH:10]([C:14](OCC)=[O:15])[O:11]2)=[CH:6][CH:5]=1)=O.[H-].[Al+3].[Li+].[H-].[H-].[H-]. (3) Given the product [CH3:9][O:8][C:6](=[O:7])[C:5]1[CH:10]=[CH:11][C:2]([NH:16][CH3:15])=[C:3]([N+:12]([O-:14])=[O:13])[CH:4]=1, predict the reactants needed to synthesize it. The reactants are: Cl[C:2]1[CH:11]=[CH:10][C:5]([C:6]([O:8][CH3:9])=[O:7])=[CH:4][C:3]=1[N+:12]([O-:14])=[O:13].[CH3:15][NH2:16].